This data is from NCI-60 drug combinations with 297,098 pairs across 59 cell lines. The task is: Regression. Given two drug SMILES strings and cell line genomic features, predict the synergy score measuring deviation from expected non-interaction effect. Drug 1: COC1=CC(=CC(=C1O)OC)C2C3C(COC3=O)C(C4=CC5=C(C=C24)OCO5)OC6C(C(C7C(O6)COC(O7)C8=CC=CS8)O)O. Drug 2: COCCOC1=C(C=C2C(=C1)C(=NC=N2)NC3=CC=CC(=C3)C#C)OCCOC.Cl. Cell line: NCI/ADR-RES. Synergy scores: CSS=5.93, Synergy_ZIP=-2.09, Synergy_Bliss=2.25, Synergy_Loewe=2.79, Synergy_HSA=3.09.